This data is from NCI-60 drug combinations with 297,098 pairs across 59 cell lines. The task is: Regression. Given two drug SMILES strings and cell line genomic features, predict the synergy score measuring deviation from expected non-interaction effect. (1) Drug 1: CC1=C(C(=O)C2=C(C1=O)N3CC4C(C3(C2COC(=O)N)OC)N4)N. Drug 2: CC1CCCC2(C(O2)CC(NC(=O)CC(C(C(=O)C(C1O)C)(C)C)O)C(=CC3=CSC(=N3)C)C)C. Cell line: NCI-H322M. Synergy scores: CSS=28.2, Synergy_ZIP=-6.09, Synergy_Bliss=-12.4, Synergy_Loewe=-15.2, Synergy_HSA=-11.0. (2) Drug 1: CCC(=C(C1=CC=CC=C1)C2=CC=C(C=C2)OCCN(C)C)C3=CC=CC=C3.C(C(=O)O)C(CC(=O)O)(C(=O)O)O. Drug 2: CCN(CC)CCCC(C)NC1=C2C=C(C=CC2=NC3=C1C=CC(=C3)Cl)OC. Cell line: OVCAR-5. Synergy scores: CSS=15.3, Synergy_ZIP=-2.96, Synergy_Bliss=1.33, Synergy_Loewe=-0.130, Synergy_HSA=-0.0802. (3) Cell line: HCT116. Synergy scores: CSS=42.0, Synergy_ZIP=-4.29, Synergy_Bliss=-0.629, Synergy_Loewe=5.73, Synergy_HSA=6.76. Drug 2: C1C(C(OC1N2C=NC(=NC2=O)N)CO)O. Drug 1: CS(=O)(=O)OCCCCOS(=O)(=O)C. (4) Drug 1: COC1=NC(=NC2=C1N=CN2C3C(C(C(O3)CO)O)O)N. Drug 2: CC1=C(C(=O)C2=C(C1=O)N3CC4C(C3(C2COC(=O)N)OC)N4)N. Cell line: T-47D. Synergy scores: CSS=7.03, Synergy_ZIP=0.206, Synergy_Bliss=2.00, Synergy_Loewe=-17.8, Synergy_HSA=-4.78.